From a dataset of Reaction yield outcomes from USPTO patents with 853,638 reactions. Predict the reaction yield, written as a fraction of the theoretical maximum amount of product (1.0 means a 100% yield; for example, 0.34 means a 34% yield). (1) The reactants are [N:1]([C@:4]12[CH2:39][CH2:38][C@@H:37]([C:40]([CH3:42])=[CH2:41])[C@@H:5]1[C@@H:6]1[C@@:19]([CH3:22])([CH2:20][CH2:21]2)[C@@:18]2([CH3:23])[C@@H:9]([C@:10]3([CH3:36])[C@@H:15]([CH2:16][CH2:17]2)[C:14]([CH3:25])([CH3:24])[C:13]([C:26]2[CH:35]=[CH:34][C:29]([C:30]([O:32]C)=[O:31])=[CH:28][CH:27]=2)=[CH:12][CH2:11]3)[CH2:8][CH2:7]1)=[C:2]=[O:3].CN(C)CCNC(=O)N[C@]12CC[C@@H](C(C)=C)[C@@H]1[C@@H]1[C@@](C)(CC2)[C@@]2(C)[C@@H]([C@]3(C)[C@@H](CC2)C(C)(C)C(C2C=CC(C(O)=O)=CC=2)=CC3)CC1.[CH3:90][C:91]([N:95]1[CH2:100][CH2:99][O:98][CH2:97][CH2:96]1)([CH3:94])[CH2:92][NH2:93]. No catalyst specified. The product is [CH3:22][C@:19]12[C@@:18]3([CH3:23])[C@@H:9]([C@:10]4([CH3:36])[C@@H:15]([CH2:16][CH2:17]3)[C:14]([CH3:24])([CH3:25])[C:13]([C:26]3[CH:27]=[CH:28][C:29]([C:30]([OH:32])=[O:31])=[CH:34][CH:35]=3)=[CH:12][CH2:11]4)[CH2:8][CH2:7][C@@H:6]1[C@H:5]1[C@H:37]([C:40]([CH3:42])=[CH2:41])[CH2:38][CH2:39][C@:4]1([NH:1][C:2]([NH:93][CH2:92][C:91]([CH3:90])([N:95]1[CH2:96][CH2:97][O:98][CH2:99][CH2:100]1)[CH3:94])=[O:3])[CH2:21][CH2:20]2. The yield is 0.200. (2) The reactants are [F:1][C:2]1[CH:7]=[C:6](I)[CH:5]=[CH:4][C:3]=1[N:9]1[CH:14]=[C:13]([O:15][CH3:16])[C:12](=[O:17])[C:11]([C:18]2[N:22]([C:23]3[CH:28]=[CH:27][CH:26]=[CH:25][CH:24]=3)[N:21]=[CH:20][CH:19]=2)=[N:10]1.Cl.[F:30][C:31]1([F:35])[CH2:34][NH:33][CH2:32]1.O(C(C)(C)C)[Na].CC1(C)C2C(=C(P(C3C=CC=CC=3)C3C=CC=CC=3)C=CC=2)OC2C(P(C3C=CC=CC=3)C3C=CC=CC=3)=CC=CC1=2. The catalyst is O1CCOCC1.C([O-])(O)=O.[Na+].C1C=CC(/C=C/C(/C=C/C2C=CC=CC=2)=O)=CC=1.C1C=CC(/C=C/C(/C=C/C2C=CC=CC=2)=O)=CC=1.C1C=CC(/C=C/C(/C=C/C2C=CC=CC=2)=O)=CC=1.[Pd].[Pd]. The product is [F:30][C:31]1([F:35])[CH2:34][N:33]([C:6]2[CH:5]=[CH:4][C:3]([N:9]3[CH:14]=[C:13]([O:15][CH3:16])[C:12](=[O:17])[C:11]([C:18]4[N:22]([C:23]5[CH:28]=[CH:27][CH:26]=[CH:25][CH:24]=5)[N:21]=[CH:20][CH:19]=4)=[N:10]3)=[C:2]([F:1])[CH:7]=2)[CH2:32]1. The yield is 0.540. (3) The reactants are [S:1]1[CH:5]=[CH:4][CH:3]=[C:2]1[S:6]([NH:9][C:10]1[CH:11]=[CH:12][CH:13]=[C:14]2[C:18]=1[NH:17][C:16]([C:19]([OH:21])=O)=[CH:15]2)(=[O:8])=[O:7].Br.[Br:23][CH2:24][CH2:25][NH2:26].N1(O)C2C=CC=CC=2N=N1.Cl.CN(C)CCCN=C=NCC. The catalyst is O.CN(C)C=O.C(N(CC)CC)C. The product is [Br:23][CH2:24][CH2:25][NH:26][C:19]([C:16]1[NH:17][C:18]2[C:14]([CH:15]=1)=[CH:13][CH:12]=[CH:11][C:10]=2[NH:9][S:6]([C:2]1[S:1][CH:5]=[CH:4][CH:3]=1)(=[O:7])=[O:8])=[O:21]. The yield is 0.370. (4) The reactants are [CH2:1]([CH:3]([CH2:19][CH3:20])[CH:4]([C:6]1[N:10]([CH2:11][C:12]2[CH:17]=[CH:16][C:15]([F:18])=[CH:14][CH:13]=2)[N:9]=[CH:8][N:7]=1)O)[CH3:2].[N-:21]=[N+:22]=[N-:23].[Na+]. The catalyst is CN(C=O)C.O. The product is [N:21]([CH:4]([C:6]1[N:10]([CH2:11][C:12]2[CH:17]=[CH:16][C:15]([F:18])=[CH:14][CH:13]=2)[N:9]=[CH:8][N:7]=1)[CH:3]([CH2:19][CH3:20])[CH2:1][CH3:2])=[N+:22]=[N-:23]. The yield is 0.670. (5) The reactants are [Cl-].O[NH3+:3].[C:4](=[O:7])([O-])[OH:5].[Na+].CS(C)=O.[CH:13]1([C:16]([OH:54])([CH3:53])[CH2:17][O:18][C@H:19]2[CH2:24][CH2:23][C@H:22]([N:25]3[C:30](=[O:31])[C:29]([CH2:32][C:33]4[CH:38]=[CH:37][C:36]([C:39]5[C:40]([C:45]#[N:46])=[CH:41][CH:42]=[CH:43][CH:44]=5)=[CH:35][CH:34]=4)=[C:28]([CH2:47][CH2:48][CH3:49])[N:27]4[N:50]=[CH:51][CH:52]=[C:26]34)[CH2:21][CH2:20]2)[CH2:15][CH2:14]1. The catalyst is C(OCC)(=O)C. The product is [CH:13]1([C:16]([OH:54])([CH3:53])[CH2:17][O:18][C@H:19]2[CH2:20][CH2:21][C@H:22]([N:25]3[C:30](=[O:31])[C:29]([CH2:32][C:33]4[CH:34]=[CH:35][C:36]([C:39]5[CH:44]=[CH:43][CH:42]=[CH:41][C:40]=5[C:45]5[NH:3][C:4](=[O:7])[O:5][N:46]=5)=[CH:37][CH:38]=4)=[C:28]([CH2:47][CH2:48][CH3:49])[N:27]4[N:50]=[CH:51][CH:52]=[C:26]34)[CH2:23][CH2:24]2)[CH2:14][CH2:15]1. The yield is 0.520. (6) The reactants are [NH:1]1[C:5]([N:6]2[C:14]3[CH:13]=[CH:12][N:11]=[CH:10][C:9]=3[N:8]=[N:7]2)=[CH:4][CH:3]=[N:2]1.Br[CH2:16][CH2:17][F:18].C([O-])([O-])=O.[Cs+].[Cs+]. The catalyst is CN(C=O)C. The product is [F:18][CH2:17][CH2:16][N:2]1[CH:3]=[CH:4][C:5]([N:6]2[C:14]3[CH:13]=[CH:12][N:11]=[CH:10][C:9]=3[N:8]=[N:7]2)=[N:1]1. The yield is 0.880. (7) The reactants are Br[C:2]1[C:7]([Cl:8])=[CH:6][C:5]([NH:9][C:10]2[N:14]=[C:13]([NH2:15])[NH:12][N:11]=2)=[CH:4][C:3]=1[Cl:16].CN1C(C)(C)CC(SC2C=CC(B3OC(C)(C)C(C)(C)O3)=CC=2)CC1(C)C.[C:44]([NH:48][S:49]([C:52]1[CH:57]=[CH:56][C:55](B(O)O)=[CH:54][CH:53]=1)(=[O:51])=[O:50])([CH3:47])([CH3:46])[CH3:45].C([O-])([O-])=O.[K+].[K+]. The catalyst is COCCOC.O1CCOCC1.CO.CCOC(C)=O.C1C=CC([P]([Pd]([P](C2C=CC=CC=2)(C2C=CC=CC=2)C2C=CC=CC=2)([P](C2C=CC=CC=2)(C2C=CC=CC=2)C2C=CC=CC=2)[P](C2C=CC=CC=2)(C2C=CC=CC=2)C2C=CC=CC=2)(C2C=CC=CC=2)C2C=CC=CC=2)=CC=1. The product is [NH2:15][C:13]1[NH:12][N:11]=[C:10]([NH:9][C:5]2[CH:6]=[C:7]([Cl:8])[C:2]([C:55]3[CH:54]=[CH:53][C:52]([S:49]([NH:48][C:44]([CH3:47])([CH3:46])[CH3:45])(=[O:50])=[O:51])=[CH:57][CH:56]=3)=[C:3]([Cl:16])[CH:4]=2)[N:14]=1. The yield is 0.330. (8) The reactants are [O:1]=[C:2]1[CH2:6][CH2:5][CH2:4][N:3]1[C:7]1[C:15]2[N:14]=[N:13][NH:12][C:11]=2[CH:10]=[C:9]([C:16]([O:18][CH3:19])=[O:17])[CH:8]=1.[H-].[Na+].[CH2:22](I)[CH3:23]. The catalyst is CN(C=O)C. The product is [CH2:22]([N:12]1[C:11]2[CH:10]=[C:9]([C:16]([O:18][CH3:19])=[O:17])[CH:8]=[C:7]([N:3]3[CH2:4][CH2:5][CH2:6][C:2]3=[O:1])[C:15]=2[N:14]=[N:13]1)[CH3:23]. The yield is 0.610.